Dataset: TCR-epitope binding with 47,182 pairs between 192 epitopes and 23,139 TCRs. Task: Binary Classification. Given a T-cell receptor sequence (or CDR3 region) and an epitope sequence, predict whether binding occurs between them. (1) The epitope is RTLNAWVKV. The TCR CDR3 sequence is CASSYGSNEQFF. Result: 0 (the TCR does not bind to the epitope). (2) The epitope is VTIAEILLI. The TCR CDR3 sequence is CASGKLHDGELFF. Result: 1 (the TCR binds to the epitope). (3) The epitope is FVRATATIPI. The TCR CDR3 sequence is CASRLGAGYTF. Result: 0 (the TCR does not bind to the epitope). (4) Result: 1 (the TCR binds to the epitope). The epitope is TAFTIPSI. The TCR CDR3 sequence is CASSSGRGGEQYF. (5) The epitope is NLDSKVGGNY. The TCR CDR3 sequence is CASSETSGGAEGETQYF. Result: 0 (the TCR does not bind to the epitope).